From a dataset of Experimental lipophilicity measurements (octanol/water distribution) for 4,200 compounds from AstraZeneca. Regression/Classification. Given a drug SMILES string, predict its absorption, distribution, metabolism, or excretion properties. Task type varies by dataset: regression for continuous measurements (e.g., permeability, clearance, half-life) or binary classification for categorical outcomes (e.g., BBB penetration, CYP inhibition). For this dataset (lipophilicity_astrazeneca), we predict Y. (1) The molecule is Cc1nn(C)c2cc(N3CCN(C(=O)[C@@H]4CCCC[C@H]4C(=O)NC4(C#N)CC4)[C@H](C)C3)ccc12. The Y is 2.70 logD. (2) The Y is 1.73 logD. The compound is CC1CN(C(=O)c2ccccc2)c2ccccc2NC1=O. (3) The compound is CCC(CC)NC(=O)c1cnn(-c2ccccc2)c1NS(=O)(=O)c1ccc(C)cc1. The Y is 0.790 logD. (4) The molecule is O=C(c1cccc(Cc2n[nH]c(=O)c3ccccc23)c1)N1CCN(c2ccccn2)CC1. The Y is 2.36 logD. (5) The compound is C[C@@H](NCc1ccccc1-c1ccc(CCNC[C@H](O)c2ccc(O)c3[nH]c(=O)sc23)cc1)c1ccccc1. The Y is 2.28 logD. (6) The compound is COc1cnccc1COc1cnc(N2CCN(C(=O)OC(C)(C)C)CC2)nc1. The Y is 3.80 logD. (7) The molecule is COc1ccc(-c2cc(O)c3cc(Cl)ccc3n2)cc1. The Y is 2.70 logD. (8) The Y is 2.07 logD. The drug is COc1cc(OC)c(S(=O)(=O)N2c3ccccc3CCC2C)cc1NC(=O)COC(C)=O. (9) The molecule is Cc1ccc(-c2nccn2C)cc1NC(=O)c1ccc(OCc2ccccn2)cc1. The Y is 2.83 logD. (10) The molecule is OC(CCN1CCCCC1)(c1ccccc1)C1CC2C=CC1C2. The Y is 2.49 logD.